This data is from Full USPTO retrosynthesis dataset with 1.9M reactions from patents (1976-2016). The task is: Predict the reactants needed to synthesize the given product. (1) Given the product [NH2:2][C:1]1[N:18]2[N:19]=[CH:20][N:21]=[C:17]2[N:16]=[C:4]([CH2:5][CH2:6][CH3:7])[C:3]=1[CH2:9][CH2:10][CH2:11][CH2:12][CH2:13][CH2:14][CH2:15][CH3:22], predict the reactants needed to synthesize it. The reactants are: [C:1]([CH:3]([CH2:9][CH2:10][CH2:11][CH2:12][CH2:13][CH2:14][CH3:15])[C:4](=O)[CH2:5][CH2:6][CH3:7])#[N:2].[NH2:16][C:17]1[N:21]=[CH:20][NH:19][N:18]=1.[C:22]1(C)C=CC(S(O)(=O)=O)=CC=1. (2) Given the product [Cl:30][C:3]1[CH:4]=[C:5]([O:6][C:7]2[C:16]3[C:11](=[CH:12][C:13]([O:19][CH2:20][CH:21]4[CH2:26][CH2:25][CH2:24][N:23]([CH3:27])[CH2:22]4)=[C:14]([C:17]#[N:18])[CH:15]=3)[N:10]=[CH:9][CH:8]=2)[CH:28]=[CH:29][C:2]=1[NH:1][C:36]([NH:31][CH:32]1[CH2:34][CH2:33]1)=[O:39], predict the reactants needed to synthesize it. The reactants are: [NH2:1][C:2]1[CH:29]=[CH:28][C:5]([O:6][C:7]2[C:16]3[C:11](=[CH:12][C:13]([O:19][CH2:20][CH:21]4[CH2:26][CH2:25][CH2:24][N:23]([CH3:27])[CH2:22]4)=[C:14]([C:17]#[N:18])[CH:15]=3)[N:10]=[CH:9][CH:8]=2)=[CH:4][C:3]=1[Cl:30].[N:31]1[CH:36]=C[CH:34]=[CH:33][CH:32]=1.ClC(OC1C=CC=CC=1)=[O:39].C1(N)CC1.C(=O)(O)[O-].[Na+]. (3) The reactants are: [Cl:1][C:2]1[CH:7]=[CH:6][C:5]([OH:8])=[CH:4][CH:3]=1.Br[C:10]1[CH:15]=[CH:14][CH:13]=[CH:12][C:11]=1[CH2:16][C:17]([O:19]C)=[O:18].C(=O)([O-])[O-].[Cs+].[Cs+].NCC(O)=O. Given the product [Cl:1][C:2]1[CH:7]=[CH:6][C:5]([O:8][C:10]2[CH:15]=[CH:14][CH:13]=[CH:12][C:11]=2[CH2:16][C:17]([OH:19])=[O:18])=[CH:4][CH:3]=1, predict the reactants needed to synthesize it. (4) The reactants are: [CH3:1][C:2]1[C:7]([NH:8][C:9]([C:11]2[S:15][C:14]([NH:16][C:17]3[CH:18]=[C:19]([N:24]4[CH2:29][CH2:28][N:27]([CH2:30][CH2:31][OH:32])[CH2:26][CH2:25]4)[N:20]=[C:21]([CH3:23])[N:22]=3)=[N:13][CH:12]=2)=[O:10])=[C:6]([Cl:33])[CH:5]=[CH:4][CH:3]=1.C([O-])(C)C. Given the product [CH3:1][C:2]1[C:7]([NH:8][C:9]([C:11]2[S:15][C:14]([NH:16][C:17]3[CH:18]=[C:19]([N:24]4[CH2:29][CH2:28][N:27]([CH2:30][CH2:31][OH:32])[CH2:26][CH2:25]4)[N:20]=[C:21]([CH3:23])[N:22]=3)=[N:13][CH:12]=2)=[O:10])=[C:6]([Cl:33])[CH:5]=[CH:4][CH:3]=1, predict the reactants needed to synthesize it. (5) The reactants are: [CH:1]1([C@@H:7]([NH:9][C:10]([C:12]2[C:21]3[C:16](=[CH:17][CH:18]=[CH:19][CH:20]=3)[N:15]=[C:14]([C:22]3[S:23][CH:24]=[CH:25][CH:26]=3)[C:13]=2[CH2:27][N:28]2[CH2:33][CH2:32][NH:31][C:30](=[O:34])[CH2:29]2)=[O:11])[CH3:8])[CH2:6][CH2:5][CH2:4][CH2:3][CH2:2]1.[H-].[Na+].C([O:39][C:40](=[O:43])[CH2:41]Br)C.[OH-].[Li+]. Given the product [CH:1]1([C@@H:7]([NH:9][C:10]([C:12]2[C:21]3[C:16](=[CH:17][CH:18]=[CH:19][CH:20]=3)[N:15]=[C:14]([C:22]3[S:23][CH:24]=[CH:25][CH:26]=3)[C:13]=2[CH2:27][N:28]2[CH2:33][CH2:32][N:31]([CH2:41][C:40]([OH:43])=[O:39])[C:30](=[O:34])[CH2:29]2)=[O:11])[CH3:8])[CH2:6][CH2:5][CH2:4][CH2:3][CH2:2]1, predict the reactants needed to synthesize it. (6) Given the product [CH3:19][N:18]([CH3:20])[CH2:17][CH2:16][N:12]1[C:11]2[C:10]3[CH:21]=[CH:22][CH:23]=[CH:24][C:9]=3[S:8][CH2:7][C:6]=2[C:5]2[C:13]1=[CH:14][CH:15]=[C:3]([OH:2])[CH:4]=2, predict the reactants needed to synthesize it. The reactants are: C[O:2][C:3]1[CH:4]=[C:5]2[C:13](=[CH:14][CH:15]=1)[N:12]([CH2:16][CH2:17][N:18]([CH3:20])[CH3:19])[C:11]1[C:10]3[CH:21]=[CH:22][CH:23]=[CH:24][C:9]=3[S:8][CH2:7][C:6]2=1.Cl.N1C=CC=CC=1.